From a dataset of NCI-60 drug combinations with 297,098 pairs across 59 cell lines. Regression. Given two drug SMILES strings and cell line genomic features, predict the synergy score measuring deviation from expected non-interaction effect. (1) Drug 1: CC1=C(C=C(C=C1)C(=O)NC2=CC(=CC(=C2)C(F)(F)F)N3C=C(N=C3)C)NC4=NC=CC(=N4)C5=CN=CC=C5. Drug 2: C1=CC=C(C=C1)NC(=O)CCCCCCC(=O)NO. Cell line: T-47D. Synergy scores: CSS=10.3, Synergy_ZIP=7.45, Synergy_Bliss=1.56, Synergy_Loewe=-14.0, Synergy_HSA=-8.50. (2) Drug 1: CC1=C2C(C(=O)C3(C(CC4C(C3C(C(C2(C)C)(CC1OC(=O)C(C(C5=CC=CC=C5)NC(=O)C6=CC=CC=C6)O)O)OC(=O)C7=CC=CC=C7)(CO4)OC(=O)C)O)C)OC(=O)C. Drug 2: CCC1(C2=C(COC1=O)C(=O)N3CC4=CC5=C(C=CC(=C5CN(C)C)O)N=C4C3=C2)O.Cl. Cell line: NCI/ADR-RES. Synergy scores: CSS=31.3, Synergy_ZIP=-0.985, Synergy_Bliss=5.64, Synergy_Loewe=-8.78, Synergy_HSA=2.03. (3) Drug 1: CS(=O)(=O)C1=CC(=C(C=C1)C(=O)NC2=CC(=C(C=C2)Cl)C3=CC=CC=N3)Cl. Drug 2: C1=CC(=CC=C1CCC2=CNC3=C2C(=O)NC(=N3)N)C(=O)NC(CCC(=O)O)C(=O)O. Cell line: HCT-15. Synergy scores: CSS=42.7, Synergy_ZIP=-1.11, Synergy_Bliss=-0.939, Synergy_Loewe=-20.0, Synergy_HSA=0.457. (4) Drug 1: CCCS(=O)(=O)NC1=C(C(=C(C=C1)F)C(=O)C2=CNC3=C2C=C(C=N3)C4=CC=C(C=C4)Cl)F. Drug 2: CC1=CC2C(CCC3(C2CCC3(C(=O)C)OC(=O)C)C)C4(C1=CC(=O)CC4)C. Cell line: U251. Synergy scores: CSS=7.28, Synergy_ZIP=-0.248, Synergy_Bliss=5.55, Synergy_Loewe=5.67, Synergy_HSA=5.66. (5) Drug 1: C1=CC(=CC=C1CC(C(=O)O)N)N(CCCl)CCCl.Cl. Drug 2: CC1CCC2CC(C(=CC=CC=CC(CC(C(=O)C(C(C(=CC(C(=O)CC(OC(=O)C3CCCCN3C(=O)C(=O)C1(O2)O)C(C)CC4CCC(C(C4)OC)O)C)C)O)OC)C)C)C)OC. Cell line: SNB-75. Synergy scores: CSS=7.66, Synergy_ZIP=-5.03, Synergy_Bliss=-4.40, Synergy_Loewe=-10.6, Synergy_HSA=-5.04. (6) Drug 1: CC12CCC(CC1=CCC3C2CCC4(C3CC=C4C5=CN=CC=C5)C)O. Drug 2: C1=CC(=C2C(=C1NCCNCCO)C(=O)C3=C(C=CC(=C3C2=O)O)O)NCCNCCO. Cell line: OVCAR-5. Synergy scores: CSS=46.9, Synergy_ZIP=6.41, Synergy_Bliss=6.23, Synergy_Loewe=-20.7, Synergy_HSA=7.54. (7) Drug 1: C1=CC=C(C(=C1)C(C2=CC=C(C=C2)Cl)C(Cl)Cl)Cl. Drug 2: CC12CCC3C(C1CCC2O)C(CC4=C3C=CC(=C4)O)CCCCCCCCCS(=O)CCCC(C(F)(F)F)(F)F. Cell line: PC-3. Synergy scores: CSS=0.176, Synergy_ZIP=-1.67, Synergy_Bliss=-4.77, Synergy_Loewe=-1.53, Synergy_HSA=-3.37.